From a dataset of Peptide-MHC class II binding affinity with 134,281 pairs from IEDB. Regression. Given a peptide amino acid sequence and an MHC pseudo amino acid sequence, predict their binding affinity value. This is MHC class II binding data. (1) The peptide sequence is YASGKVWGQKYFKGN. The MHC is HLA-DQA10104-DQB10503 with pseudo-sequence HLA-DQA10104-DQB10503. The binding affinity (normalized) is 0. (2) The peptide sequence is SIAQHLVSDRPIMRY. The MHC is DRB1_0802 with pseudo-sequence DRB1_0802. The binding affinity (normalized) is 0.236. (3) The peptide sequence is LKKLVFGYRKPLDNI. The MHC is HLA-DPA10201-DPB10101 with pseudo-sequence HLA-DPA10201-DPB10101. The binding affinity (normalized) is 0.249. (4) The peptide sequence is EAKYDAYVATVSEAL. The MHC is HLA-DQA10301-DQB10302 with pseudo-sequence HLA-DQA10301-DQB10302. The binding affinity (normalized) is 0.495. (5) The peptide sequence is KDDIFYYVYGLLHDP. The MHC is HLA-DQA10501-DQB10201 with pseudo-sequence HLA-DQA10501-DQB10201. The binding affinity (normalized) is 0.478. (6) The peptide sequence is VVPDGYKLTGNVLIL. The MHC is DRB1_0802 with pseudo-sequence DRB1_0802. The binding affinity (normalized) is 0.368. (7) The peptide sequence is DVEMTKEASREYEDK. The MHC is DRB4_0101 with pseudo-sequence DRB4_0103. The binding affinity (normalized) is 0.141. (8) The peptide sequence is FVAAAKYMVIQGEPG. The MHC is DRB1_1602 with pseudo-sequence DRB1_1602. The binding affinity (normalized) is 0.466.